Dataset: CYP2D6 inhibition data for predicting drug metabolism from PubChem BioAssay. Task: Regression/Classification. Given a drug SMILES string, predict its absorption, distribution, metabolism, or excretion properties. Task type varies by dataset: regression for continuous measurements (e.g., permeability, clearance, half-life) or binary classification for categorical outcomes (e.g., BBB penetration, CYP inhibition). Dataset: cyp2d6_veith. (1) The drug is CC(C)CNC(=S)NC1CC2CCC(C1)N2Cc1ccccc1. The result is 1 (inhibitor). (2) The drug is COc1ccccc1CN1CC[C@@]2(CCCN(S(C)(=O)=O)C2)C1. The result is 1 (inhibitor).